The task is: Regression. Given two drug SMILES strings and cell line genomic features, predict the synergy score measuring deviation from expected non-interaction effect.. This data is from NCI-60 drug combinations with 297,098 pairs across 59 cell lines. (1) Drug 1: C1=CC=C(C=C1)NC(=O)CCCCCCC(=O)NO. Drug 2: CCN(CC)CCNC(=O)C1=C(NC(=C1C)C=C2C3=C(C=CC(=C3)F)NC2=O)C. Cell line: M14. Synergy scores: CSS=3.26, Synergy_ZIP=-2.77, Synergy_Bliss=-3.02, Synergy_Loewe=-3.81, Synergy_HSA=-4.05. (2) Drug 1: CC1C(C(CC(O1)OC2CC(OC(C2O)C)OC3=CC4=CC5=C(C(=O)C(C(C5)C(C(=O)C(C(C)O)O)OC)OC6CC(C(C(O6)C)O)OC7CC(C(C(O7)C)O)OC8CC(C(C(O8)C)O)(C)O)C(=C4C(=C3C)O)O)O)O. Drug 2: CN(CCCl)CCCl.Cl. Cell line: UACC-257. Synergy scores: CSS=54.9, Synergy_ZIP=3.36, Synergy_Bliss=4.86, Synergy_Loewe=-32.6, Synergy_HSA=-2.16. (3) Synergy scores: CSS=1.02, Synergy_ZIP=-0.359, Synergy_Bliss=1.23, Synergy_Loewe=-0.722, Synergy_HSA=0.111. Drug 2: CN1C2=C(C=C(C=C2)N(CCCl)CCCl)N=C1CCCC(=O)O.Cl. Drug 1: C1=CC=C(C(=C1)C(C2=CC=C(C=C2)Cl)C(Cl)Cl)Cl. Cell line: OVCAR-8. (4) Drug 1: CC(CN1CC(=O)NC(=O)C1)N2CC(=O)NC(=O)C2. Drug 2: C1=CC(=CC=C1C#N)C(C2=CC=C(C=C2)C#N)N3C=NC=N3. Cell line: HOP-62. Synergy scores: CSS=6.10, Synergy_ZIP=0.561, Synergy_Bliss=0.745, Synergy_Loewe=1.00, Synergy_HSA=0.287. (5) Drug 1: CC1=C2C(C(=O)C3(C(CC4C(C3C(C(C2(C)C)(CC1OC(=O)C(C(C5=CC=CC=C5)NC(=O)C6=CC=CC=C6)O)O)OC(=O)C7=CC=CC=C7)(CO4)OC(=O)C)O)C)OC(=O)C. Drug 2: CCN(CC)CCNC(=O)C1=C(NC(=C1C)C=C2C3=C(C=CC(=C3)F)NC2=O)C. Cell line: HT29. Synergy scores: CSS=67.0, Synergy_ZIP=4.51, Synergy_Bliss=4.33, Synergy_Loewe=-5.31, Synergy_HSA=7.82. (6) Drug 1: CC1=C(C(CCC1)(C)C)C=CC(=CC=CC(=CC(=O)O)C)C. Drug 2: CCC1=C2CN3C(=CC4=C(C3=O)COC(=O)C4(CC)O)C2=NC5=C1C=C(C=C5)O. Cell line: NCI-H522. Synergy scores: CSS=25.0, Synergy_ZIP=6.19, Synergy_Bliss=8.09, Synergy_Loewe=-20.8, Synergy_HSA=1.53. (7) Drug 1: C(=O)(N)NO. Drug 2: CS(=O)(=O)OCCCCOS(=O)(=O)C. Cell line: CAKI-1. Synergy scores: CSS=-13.6, Synergy_ZIP=-0.663, Synergy_Bliss=-15.2, Synergy_Loewe=-7.01, Synergy_HSA=-17.3.